From a dataset of Peptide-MHC class I binding affinity with 185,985 pairs from IEDB/IMGT. Regression. Given a peptide amino acid sequence and an MHC pseudo amino acid sequence, predict their binding affinity value. This is MHC class I binding data. (1) The peptide sequence is PFEKEFTSDY. The MHC is HLA-A11:01 with pseudo-sequence HLA-A11:01. The binding affinity (normalized) is 0. (2) The peptide sequence is QYNRYLALY. The binding affinity (normalized) is 0.249. The MHC is HLA-A23:01 with pseudo-sequence HLA-A23:01.